Task: Regression. Given a peptide amino acid sequence and an MHC pseudo amino acid sequence, predict their binding affinity value. This is MHC class I binding data.. Dataset: Peptide-MHC class I binding affinity with 185,985 pairs from IEDB/IMGT (1) The peptide sequence is LPQTRWQAV. The MHC is HLA-B35:01 with pseudo-sequence HLA-B35:01. The binding affinity (normalized) is 0.586. (2) The peptide sequence is ILHCANFNV. The MHC is HLA-B15:01 with pseudo-sequence HLA-B15:01. The binding affinity (normalized) is 0.0847. (3) The peptide sequence is SVFALLPPQ. The MHC is HLA-A02:11 with pseudo-sequence HLA-A02:11. The binding affinity (normalized) is 0.0847. (4) The peptide sequence is LADVCNWTY. The MHC is HLA-A69:01 with pseudo-sequence HLA-A69:01. The binding affinity (normalized) is 0.0847. (5) The peptide sequence is MTVQGGETM. The MHC is HLA-B54:01 with pseudo-sequence HLA-B54:01. The binding affinity (normalized) is 0. (6) The peptide sequence is LKSVETSSL. The MHC is HLA-B15:03 with pseudo-sequence HLA-B15:03. The binding affinity (normalized) is 0.877. (7) The peptide sequence is REVFDYLLP. The MHC is HLA-A30:01 with pseudo-sequence HLA-A30:01. The binding affinity (normalized) is 0.0847.